This data is from Full USPTO retrosynthesis dataset with 1.9M reactions from patents (1976-2016). The task is: Predict the reactants needed to synthesize the given product. (1) Given the product [CH:2]1([NH:8][C:9]2[C:14]([CH3:15])=[C:13]([CH3:16])[N:12]=[C:11]([NH:17][CH2:18][C:19]3[S:25][CH:22]=[CH:23][CH:24]=3)[N:10]=2)[CH2:7][CH2:6][CH2:5][CH2:4][CH2:3]1, predict the reactants needed to synthesize it. The reactants are: Cl.[CH:2]1([NH:8][C:9]2[C:14]([CH3:15])=[C:13]([CH3:16])[N:12]=[C:11]([NH:17][CH2:18][C:19]3[CH:24]=[CH:23][CH:22]=CN=3)[N:10]=2)[CH2:7][CH2:6][CH2:5][CH2:4][CH2:3]1.[S:25]1C=CC=C1CN. (2) Given the product [Cl:1][C:2]1[C:3]([F:32])=[C:4]([CH:29]=[CH:30][CH:31]=1)[NH:5][C:6]1[C:15]2[C:10](=[CH:11][C:12]([O:27][CH3:28])=[C:13]([O:16][CH2:17][C@@H:18]3[CH2:22][CH2:21][CH2:20][N:19]3[C:23](=[O:26])[CH2:24][NH:34][CH3:33])[CH:14]=2)[N:9]=[CH:8][N:7]=1, predict the reactants needed to synthesize it. The reactants are: [Cl:1][C:2]1[C:3]([F:32])=[C:4]([CH:29]=[CH:30][CH:31]=1)[NH:5][C:6]1[C:15]2[C:10](=[CH:11][C:12]([O:27][CH3:28])=[C:13]([O:16][CH2:17][C@@H:18]3[CH2:22][CH2:21][CH2:20][N:19]3[C:23](=[O:26])[CH2:24]Cl)[CH:14]=2)[N:9]=[CH:8][N:7]=1.[CH3:33][NH2:34]. (3) Given the product [Cl:1][C:2]1[CH:10]=[CH:9][C:8]([Cl:11])=[CH:7][C:3]=1[C:4]([NH:27][CH2:26][C:16]1([C:19]2[CH:20]=[N:21][C:22]([F:25])=[CH:23][CH:24]=2)[CH2:17][CH2:18][C:13]([F:12])([F:28])[CH2:14][CH2:15]1)=[O:6], predict the reactants needed to synthesize it. The reactants are: [Cl:1][C:2]1[CH:10]=[CH:9][C:8]([Cl:11])=[CH:7][C:3]=1[C:4]([OH:6])=O.[F:12][C:13]1([F:28])[CH2:18][CH2:17][C:16]([CH2:26][NH2:27])([C:19]2[CH:20]=[N:21][C:22]([F:25])=[CH:23][CH:24]=2)[CH2:15][CH2:14]1. (4) The reactants are: [CH3:1][N:2]1[N:6]=[N:5][C:4]([C:7]2[CH:12]=[CH:11][CH:10]=[C:9]([N+:13]([O-])=O)[CH:8]=2)=[N:3]1.[OH-].[Na+]. Given the product [CH3:1][N:2]1[N:6]=[N:5][C:4]([C:7]2[CH:8]=[C:9]([CH:10]=[CH:11][CH:12]=2)[NH2:13])=[N:3]1, predict the reactants needed to synthesize it. (5) Given the product [F:8][C:6]1[C:5]([F:9])=[C:4]([N:22]2[CH2:23][CH2:24][N:19]([CH2:12][C:13]3[CH:14]=[CH:15][CH:16]=[CH:17][CH:18]=3)[CH2:20][CH2:21]2)[C:3]([F:11])=[C:2]([F:1])[N:7]=1, predict the reactants needed to synthesize it. The reactants are: [F:1][C:2]1[N:7]=[C:6]([F:8])[C:5]([F:9])=[C:4](F)[C:3]=1[F:11].[CH2:12]([N:19]1[CH2:24][CH2:23][NH:22][CH2:21][CH2:20]1)[C:13]1[CH:18]=[CH:17][CH:16]=[CH:15][CH:14]=1.C(=O)([O-])[O-].[K+].[K+].